Dataset: Full USPTO retrosynthesis dataset with 1.9M reactions from patents (1976-2016). Task: Predict the reactants needed to synthesize the given product. (1) Given the product [CH:5]1[CH:6]=[N:1][CH:2]=[C:3]([CH2:7][C:8]([P:11]([OH:14])([OH:13])=[O:12])([P:11]([OH:14])([OH:13])=[O:12])[OH:10])[CH:4]=1, predict the reactants needed to synthesize it. The reactants are: [N:1]1[CH:6]=[CH:5][CH:4]=[C:3]([CH2:7][C:8]([OH:10])=O)[CH:2]=1.[P:11]([OH:14])([OH:13])[OH:12].ClC1C=CC=CC=1.P(Cl)(Cl)Cl. (2) The reactants are: [CH3:1][NH2:2].[Br:3][C:4]1[C:5]([F:14])=[C:6]([CH:10]=[CH:11][C:12]=1[F:13])[C:7](O)=[O:8].C(Cl)CCl. Given the product [Br:3][C:4]1[C:5]([F:14])=[C:6]([CH:10]=[CH:11][C:12]=1[F:13])[C:7]([NH:2][CH3:1])=[O:8], predict the reactants needed to synthesize it. (3) Given the product [F:35][C:36]1[CH:37]=[CH:38][C:39]([CH2:40][N:41]2[CH2:45][CH2:44][N:43]([C:46]3[S:47][C:48]([C:55]([OH:57])=[O:56])=[C:49]([C:51]([F:54])([F:52])[F:53])[N:50]=3)[C:42]2=[O:60])=[CH:61][CH:62]=1, predict the reactants needed to synthesize it. The reactants are: C(NC(C1SC(N2CCN(CC3C=C(C=CC=3)C(OCC)=O)C2=O)=NC=1C)=O)C1C=CC=CC=1.[F:35][C:36]1[CH:62]=[CH:61][C:39]([CH2:40][N:41]2[CH2:45][CH2:44][N:43]([C:46]3[S:47][C:48]([C:55]([O:57]CC)=[O:56])=[C:49]([C:51]([F:54])([F:53])[F:52])[N:50]=3)[C:42]2=[O:60])=[CH:38][CH:37]=1. (4) Given the product [Cl:17][C:15]1[N:16]=[C:9]2[C:8]([C:5]3[CH:6]=[CH:7][C:2]([N:28]4[CH2:27][CH2:26][CH:25]([N:22]5[CH2:21][CH2:20][N:19]([CH3:18])[CH2:24][CH2:23]5)[CH2:30][CH2:29]4)=[CH:3][CH:4]=3)=[CH:13][CH:12]=[CH:11][N:10]2[N:14]=1, predict the reactants needed to synthesize it. The reactants are: Br[C:2]1[CH:7]=[CH:6][C:5]([C:8]2[C:9]3[N:10]([N:14]=[C:15]([Cl:17])[N:16]=3)[CH:11]=[CH:12][CH:13]=2)=[CH:4][CH:3]=1.[CH3:18][N:19]1[CH2:24][CH2:23][N:22]([CH:25]2[CH2:30][CH2:29][NH:28][CH2:27][CH2:26]2)[CH2:21][CH2:20]1. (5) The reactants are: [F:1][C:2]1[CH:3]=[C:4]([C:8]2[C:12]([CH2:13]O)=[C:11]([CH3:15])[O:10][N:9]=2)[CH:5]=[CH:6][CH:7]=1.[C:16]1(=[O:26])[NH:20][C:19](=[O:21])[C:18]2=[CH:22][CH:23]=[CH:24][CH:25]=[C:17]12.C1(P(C2C=CC=CC=2)C2C=CC=CC=2)C=CC=CC=1.N(C(OCC)=O)=NC(OCC)=O. Given the product [F:1][C:2]1[CH:3]=[C:4]([C:8]2[C:12]([CH2:13][N:20]3[C:16](=[O:26])[C:17]4[C:18](=[CH:22][CH:23]=[CH:24][CH:25]=4)[C:19]3=[O:21])=[C:11]([CH3:15])[O:10][N:9]=2)[CH:5]=[CH:6][CH:7]=1, predict the reactants needed to synthesize it.